From a dataset of Full USPTO retrosynthesis dataset with 1.9M reactions from patents (1976-2016). Predict the reactants needed to synthesize the given product. The reactants are: [Cl:1][C:2]1[CH:3]=[C:4]([C:11]([CH3:22])([CH3:21])[CH2:12][C:13]([OH:20])([C:16]([F:19])([F:18])[F:17])[CH:14]=O)[C:5]2[O:9][CH2:8][CH2:7][C:6]=2[CH:10]=1.[CH3:23][O:24][C:25]([C:27]1[CH:36]=[CH:35][C:34]2[C:29](=[CH:30][CH:31]=[CH:32][C:33]=2[NH2:37])[N:28]=1)=[O:26]. Given the product [CH3:23][O:24][C:25]([C:27]1[CH:36]=[CH:35][C:34]2[C:29](=[CH:30][CH:31]=[CH:32][C:33]=2[N:37]=[CH:14][C:13]([OH:20])([C:16]([F:19])([F:18])[F:17])[CH2:12][C:11]([C:4]2[C:5]3[O:9][CH2:8][CH2:7][C:6]=3[CH:10]=[C:2]([Cl:1])[CH:3]=2)([CH3:21])[CH3:22])[N:28]=1)=[O:26], predict the reactants needed to synthesize it.